Dataset: Catalyst prediction with 721,799 reactions and 888 catalyst types from USPTO. Task: Predict which catalyst facilitates the given reaction. (1) Reactant: [OH:1][C:2]1[CH:3]=[C:4]([NH:13][C:14](=[O:16])[CH3:15])[CH:5]=[CH:6][C:7]=1[CH:8](O)[CH2:9][CH2:10][CH3:11].OCC1(OC[C@@H](O)[C@@H](O)[C@H]1O)O. Product: [CH2:8]([C:7]1[CH:6]=[CH:5][C:4]([NH:13][C:14](=[O:16])[CH3:15])=[CH:3][C:2]=1[OH:1])[CH2:9][CH2:10][CH3:11]. The catalyst class is: 45. (2) Reactant: [C:1]([O:4][CH2:5][CH:6]1[CH2:10][C:9]2[C:11]3[C:17]([C:18]([O:20][CH3:21])=[O:19])=[C:16]([C:22]4[CH:27]=[CH:26][C:25]([F:28])=[CH:24][CH:23]=4)[O:15][C:12]=3[CH:13]=[CH:14][C:8]=2[O:7]1)(=[O:3])[CH3:2].[N+:29]([O-])([OH:31])=[O:30]. Product: [C:1]([O:4][CH2:5][CH:6]1[CH2:10][C:9]2[C:11]3[C:17]([C:18]([O:20][CH3:21])=[O:19])=[C:16]([C:22]4[CH:27]=[CH:26][C:25]([F:28])=[CH:24][CH:23]=4)[O:15][C:12]=3[CH:13]=[C:14]([N+:29]([O-:31])=[O:30])[C:8]=2[O:7]1)(=[O:3])[CH3:2]. The catalyst class is: 22. (3) Reactant: F[B-](F)(F)F.C([O+](CC)CC)C.[C:13]([O:17][C:18](=[O:25])[NH:19][C@H:20]([C:22](=O)[NH2:23])[CH3:21])([CH3:16])([CH3:15])[CH3:14].[N:26]1[CH:31]=[CH:30][CH:29]=[CH:28][C:27]=1[NH:32][C:33]1[C:38](N)=[CH:37][CH:36]=[CH:35][N:34]=1. Product: [C:13]([O:17][C:18](=[O:25])[NH:19][C@H:20]([C:22]1[N:32]([C:33]2[CH:38]=[CH:37][CH:36]=[CH:35][N:34]=2)[C:27]2=[N:26][CH:31]=[CH:30][CH:29]=[C:28]2[N:23]=1)[CH3:21])([CH3:16])([CH3:15])[CH3:14]. The catalyst class is: 219. (4) Product: [C:33]([O-:35])(=[O:34])[CH3:32].[NH4+:2].[F:21][C:22]1[C:23]2[N:24]([N:46]=[C:47]([C:53]3[CH:58]=[CH:57][C:56]([F:59])=[CH:55][CH:54]=3)[C:48]=2[C:49]([NH:50][CH3:51])=[O:52])[CH:25]=[CH:26][C:27]=1[C:28]1[C:29]([CH3:45])=[N:30][C:31]([O:37][CH2:38][CH:39]2[CH2:40][CH2:41][O:42][CH2:43][CH2:44]2)=[C:32]([C:33](=[O:34])[NH:11][C:8]2([C:3]3[N:4]=[CH:5][CH:6]=[CH:7][N:2]=3)[CH2:10][CH2:9]2)[CH:36]=1. The catalyst class is: 3. Reactant: Cl.[N:2]1[CH:7]=[CH:6][CH:5]=[N:4][C:3]=1[C:8]1([NH2:11])[CH2:10][CH2:9]1.C(N(C(C)C)CC)(C)C.[F:21][C:22]1[C:23]2[N:24]([N:46]=[C:47]([C:53]3[CH:58]=[CH:57][C:56]([F:59])=[CH:55][CH:54]=3)[C:48]=2[C:49](=[O:52])[NH:50][CH3:51])[CH:25]=[CH:26][C:27]=1[C:28]1[C:29]([CH3:45])=[N:30][C:31]([O:37][CH2:38][CH:39]2[CH2:44][CH2:43][O:42][CH2:41][CH2:40]2)=[C:32]([CH:36]=1)[C:33]([OH:35])=[O:34].CN(C(ON1N=NC2C=CC=NC1=2)=[N+](C)C)C.F[P-](F)(F)(F)(F)F. (5) Reactant: [C:1]([O:5][C:6]([N:8]1[CH2:14][CH2:13][CH2:12][N:11]([C:15](=[O:26])[C:16]2[CH:21]=[C:20]([CH:22](O)[CH3:23])[CH:19]=[CH:18][C:17]=2[F:25])[CH2:10][CH2:9]1)=[O:7])([CH3:4])([CH3:3])[CH3:2].S(Cl)([Cl:29])=O. Product: [C:1]([O:5][C:6]([N:8]1[CH2:14][CH2:13][CH2:12][N:11]([C:15](=[O:26])[C:16]2[CH:21]=[C:20]([CH:22]([Cl:29])[CH3:23])[CH:19]=[CH:18][C:17]=2[F:25])[CH2:10][CH2:9]1)=[O:7])([CH3:4])([CH3:3])[CH3:2]. The catalyst class is: 22. (6) Reactant: C([O:3][C:4](=O)[CH2:5][N:6]1[CH:11]=[CH:10][C:9]([CH3:12])=[CH:8][C:7]1=[O:13])C.O.[NH2:16][NH2:17]. Product: [CH3:12][C:9]1[CH:10]=[CH:11][N:6]([CH2:5][C:4]([NH:16][NH2:17])=[O:3])[C:7](=[O:13])[CH:8]=1. The catalyst class is: 8. (7) Reactant: [CH3:1][N:2]1[C@@H:6]([CH2:7][C:8]2[C:12]3[CH:13]=[C:14]([CH2:17][CH2:18][S:19]([C:22]4[CH:23]=[CH:24][CH:25]=[CH:26][CH:27]=4)(=[O:21])=[O:20])[CH:15]=[CH:16][C:11]=3[NH:10][CH:9]=2)[CH2:5][CH2:4][CH2:3]1.CC1C=CC(S(O)(=O)=O)=CC=1.O.N. Product: [CH3:1][N:2]1[C@@H:6]([CH2:7][C:8]2[C:12]3[CH:13]=[C:14]([CH2:17][CH2:18][S:19]([C:22]4[CH:27]=[CH:26][CH:25]=[CH:24][CH:23]=4)(=[O:20])=[O:21])[CH:15]=[CH:16][C:11]=3[NH:10][CH:9]=2)[CH2:5][CH2:4][CH2:3]1. The catalyst class is: 237. (8) Reactant: [Br:1][C:2]1[C:3]([OH:13])=[C:4]([C:10](=[O:12])[CH3:11])[CH:5]=[C:6]([Cl:9])[C:7]=1[F:8].[C:14](=O)([O-])[O-].[K+].[K+].CI. Product: [Br:1][C:2]1[C:3]([O:13][CH3:14])=[C:4]([C:10](=[O:12])[CH3:11])[CH:5]=[C:6]([Cl:9])[C:7]=1[F:8]. The catalyst class is: 18.